Dataset: Catalyst prediction with 721,799 reactions and 888 catalyst types from USPTO. Task: Predict which catalyst facilitates the given reaction. Reactant: [CH3:1][C@H:2]([C@@:10]([OH:25])([C:17]1[CH:18]=[CH:19][C:20]([F:24])=[CH:21][C:22]=1[F:23])[CH2:11][N:12]1[N:16]=[CH:15][N:14]=[CH:13]1)[C:3]1[N:8]=[CH:7][N:6]=[CH:5][C:4]=1[F:9].[C@@]12(CS([O-])(=O)=O)C(C)(C)C(CC1)CC2=O.[OH-].[Na+]. Product: [CH3:1][C@H:2]([C@@:10]([OH:25])([C:17]1[CH:18]=[CH:19][C:20]([F:24])=[CH:21][C:22]=1[F:23])[CH2:11][N:12]1[N:16]=[CH:15][N:14]=[CH:13]1)[C:3]1[N:8]=[CH:7][N:6]=[CH:5][C:4]=1[F:9]. The catalyst class is: 6.